Dataset: NCI-60 drug combinations with 297,098 pairs across 59 cell lines. Task: Regression. Given two drug SMILES strings and cell line genomic features, predict the synergy score measuring deviation from expected non-interaction effect. Drug 1: C1CC(=O)NC(=O)C1N2CC3=C(C2=O)C=CC=C3N. Drug 2: CC1=CC2C(CCC3(C2CCC3(C(=O)C)OC(=O)C)C)C4(C1=CC(=O)CC4)C. Cell line: NCI-H322M. Synergy scores: CSS=-8.45, Synergy_ZIP=1.66, Synergy_Bliss=-5.68, Synergy_Loewe=-8.85, Synergy_HSA=-9.89.